From a dataset of Catalyst prediction with 721,799 reactions and 888 catalyst types from USPTO. Predict which catalyst facilitates the given reaction. (1) Product: [CH3:36][N:15]([CH2:14][CH:11]1[CH2:10][CH2:9][NH:8][CH2:13][CH2:12]1)[C:16](=[O:35])[C:17]1[CH:18]=[CH:19][C:20]([C:23]2[NH:24][C:25](=[O:34])[C:26]3[C:31]([CH:32]=2)=[C:30]([CH3:33])[CH:29]=[CH:28][CH:27]=3)=[CH:21][CH:22]=1. The catalyst class is: 2. Reactant: C(OC([N:8]1[CH2:13][CH2:12][CH:11]([CH2:14][N:15]([CH3:36])[C:16](=[O:35])[C:17]2[CH:22]=[CH:21][C:20]([C:23]3[NH:24][C:25](=[O:34])[C:26]4[C:31]([CH:32]=3)=[C:30]([CH3:33])[CH:29]=[CH:28][CH:27]=4)=[CH:19][CH:18]=2)[CH2:10][CH2:9]1)=O)(C)(C)C.Cl.O1CCOCC1. (2) The catalyst class is: 13. Product: [ClH:53].[ClH:53].[CH:39]1([C@H:13]([NH:12][C:10](=[O:11])[C@H:9]([CH3:45])[NH:7][CH3:6])[C:14]([N:16]2[C@H:21]([C:22]([NH:23][C@H:24]3[C:33]4[C:28](=[CH:29][CH:30]=[CH:31][CH:32]=4)[O:27][CH2:26][CH2:25]3)=[O:34])[CH2:20][N:19]3[C@H:35]4[CH2:38][C@H:36]4[CH2:37][C@@H:18]3[CH2:17]2)=[O:15])[CH2:40][CH2:41][CH2:42][CH2:43][CH2:44]1. Reactant: C(O[C:6](=O)[N:7]([C@@H:9]([CH3:45])[C:10]([NH:12][C@@H:13]([CH:39]1[CH2:44][CH2:43][CH2:42][CH2:41][CH2:40]1)[C:14]([N:16]1[C@H:21]([C:22](=[O:34])[NH:23][C@H:24]2[C:33]3[C:28](=[CH:29][CH:30]=[CH:31][CH:32]=3)[O:27][CH2:26][CH2:25]2)[CH2:20][N:19]2[C@H:35]3[CH2:38][C@H:36]3[CH2:37][C@@H:18]2[CH2:17]1)=[O:15])=[O:11])C)(C)(C)C.C(OCC)(=O)C.[ClH:53]. (3) Reactant: [NH2:1][C:2]1[NH:6][N:5]=[CH:4][C:3]=1[C:7]([O:9][CH2:10][CH3:11])=[O:8].C([O:14][C:15](=O)[CH:16]([CH2:20][CH3:21])[C:17](=O)[CH3:18])C. Product: [CH2:20]([C:16]1[C:15](=[O:14])[N:6]2[N:5]=[CH:4][C:3]([C:7]([O:9][CH2:10][CH3:11])=[O:8])=[C:2]2[NH:1][C:17]=1[CH3:18])[CH3:21]. The catalyst class is: 15. (4) Reactant: [C:1](Cl)(=[O:4])[CH:2]=[CH2:3].C(N(CC)CC)C.ON1C(=O)CCC1=O.FC(F)(F)C(O)=O.[NH2:28][CH2:29][C:30]1[C:31]([F:49])=[C:32]([F:48])[C:33]([NH:39][C:40]2[CH:45]=[CH:44][C:43]([I:46])=[CH:42][C:41]=2[F:47])=[C:34]([CH:38]=1)[C:35]([OH:37])=[O:36]. Product: [C:1]([NH:28][CH2:29][C:30]1[C:31]([F:49])=[C:32]([F:48])[C:33]([NH:39][C:40]2[CH:45]=[CH:44][C:43]([I:46])=[CH:42][C:41]=2[F:47])=[C:34]([CH:38]=1)[C:35]([OH:37])=[O:36])(=[O:4])[CH:2]=[CH2:3]. The catalyst class is: 2. (5) Reactant: [F:1][C:2]([F:41])([F:40])[C:3]1[CH:4]=[C:5]([CH:33]=[C:34]([C:36]([F:39])([F:38])[F:37])[CH:35]=1)[CH2:6][N:7]([CH2:14][C:15]1[C:16]([N:24]([CH2:27][CH:28]2[CH2:32][CH2:31][CH2:30][CH2:29]2)[CH2:25][CH3:26])=[N:17][CH:18]=[C:19]([N+:21]([O-])=O)[CH:20]=1)[C:8]1[N:9]=[N:10][N:11]([CH3:13])[N:12]=1.C(N)CN.[C]. Product: [F:40][C:2]([F:1])([F:41])[C:3]1[CH:4]=[C:5]([CH:33]=[C:34]([C:36]([F:39])([F:38])[F:37])[CH:35]=1)[CH2:6][N:7]([CH2:14][C:15]1[C:16]([N:24]([CH2:27][CH:28]2[CH2:32][CH2:31][CH2:30][CH2:29]2)[CH2:25][CH3:26])=[N:17][CH:18]=[C:19]([NH2:21])[CH:20]=1)[C:8]1[N:9]=[N:10][N:11]([CH3:13])[N:12]=1. The catalyst class is: 515. (6) Reactant: [CH3:1][CH:2]([O:4][C:5]1[CH:6]=[C:7]([CH:17]=[C:18]([O:20]CC2C=CC=CC=2)[CH:19]=1)[C:8]([NH:10][C:11]1[S:15][N:14]=[C:13]([CH3:16])[N:12]=1)=[O:9])[CH3:3].C1(SC)C=CC=CC=1. Product: [OH:20][C:18]1[CH:17]=[C:7]([CH:6]=[C:5]([O:4][CH:2]([CH3:3])[CH3:1])[CH:19]=1)[C:8]([NH:10][C:11]1[S:15][N:14]=[C:13]([CH3:16])[N:12]=1)=[O:9]. The catalyst class is: 55.